From a dataset of Forward reaction prediction with 1.9M reactions from USPTO patents (1976-2016). Predict the product of the given reaction. (1) Given the reactants Cl.[NH2:2][C@H:3]1[CH2:8][CH2:7][C@H:6]([C:9]([O:11][CH3:12])=[O:10])[CH2:5][CH2:4]1.[Cl:13][CH2:14][CH2:15][CH2:16][C:17](Cl)=[O:18].C(N(CC)CC)C, predict the reaction product. The product is: [Cl:13][CH2:14][CH2:15][CH2:16][C:17]([NH:2][C@H:3]1[CH2:4][CH2:5][C@H:6]([C:9]([O:11][CH3:12])=[O:10])[CH2:7][CH2:8]1)=[O:18]. (2) Given the reactants [O:1]([CH2:8][C:9]1[O:10][C:11]2[C:12](=[O:18])[NH:13][CH2:14][CH2:15][C:16]=2[N:17]=1)[C:2]1[CH:7]=[CH:6][CH:5]=[CH:4][CH:3]=1.Br[C:20]1[CH:25]=[CH:24][C:23]([F:26])=[CH:22][CH:21]=1.CN(C)CCN.C([O-])([O-])=O.[K+].[K+], predict the reaction product. The product is: [F:26][C:23]1[CH:24]=[CH:25][C:20]([N:13]2[CH2:14][CH2:15][C:16]3[N:17]=[C:9]([CH2:8][O:1][C:2]4[CH:7]=[CH:6][CH:5]=[CH:4][CH:3]=4)[O:10][C:11]=3[C:12]2=[O:18])=[CH:21][CH:22]=1. (3) Given the reactants [Br:1][C:2]1[CH:7]=[CH:6][C:5]([C:8]2[N:9]=[C:10]([C:20]3[C:25]([F:26])=[CH:24][CH:23]=[CH:22][C:21]=3[Cl:27])[NH:11][C:12]=2[C:13]2[CH:18]=[CH:17][NH:16][C:15](=[O:19])[CH:14]=2)=[CH:4][CH:3]=1, predict the reaction product. The product is: [Br:1][C:2]1[CH:7]=[CH:6][C:5]2=[C:8]3[N:9]=[C:10]([C:20]4[C:25]([F:26])=[CH:24][CH:23]=[CH:22][C:21]=4[Cl:27])[NH:11][C:12]3=[C:13]3[C:14]([C:15](=[O:19])[NH:16][CH:17]=[CH:18]3)=[C:4]2[CH:3]=1.